Predict the reaction yield, written as a fraction of the theoretical maximum amount of product (1.0 means a 100% yield; for example, 0.34 means a 34% yield). From a dataset of Reaction yield outcomes from USPTO patents with 853,638 reactions. (1) The reactants are C([N:4]1[C:8]([CH:9]2[CH2:11][CH2:10]2)=[CH:7][C:6]([NH:12][C:13]2[C:18]([C:19]#[CH:20])=[CH:17][N:16]=[C:15]([C:21]3[S:25][C:24]([S:26]([NH:29][C:30](=[O:32])[CH3:31])(=[O:28])=[O:27])=[CH:23][CH:22]=3)[N:14]=2)=[N:5]1)(=O)C.C([O-])([O-])=O.[K+].[K+]. The catalyst is CCO. The product is [CH:9]1([C:8]2[NH:4][N:5]=[C:6]([NH:12][C:13]3[C:18]([C:19]#[CH:20])=[CH:17][N:16]=[C:15]([C:21]4[S:25][C:24]([S:26]([NH:29][C:30](=[O:32])[CH3:31])(=[O:27])=[O:28])=[CH:23][CH:22]=4)[N:14]=3)[CH:7]=2)[CH2:11][CH2:10]1. The yield is 0.840. (2) The reactants are [CH3:1][O:2][C:3]1[C:13]2[CH2:12][CH2:11][NH:10][CH2:9][CH2:8][C:7]=2[CH:6]=[CH:5][CH:4]=1.[ClH:14].CCCCCCC. The catalyst is C(O)C. The product is [ClH:14].[CH3:1][O:2][C:3]1[C:13]2[CH2:12][CH2:11][NH:10][CH2:9][CH2:8][C:7]=2[CH:6]=[CH:5][CH:4]=1. The yield is 0.630. (3) The reactants are Br[C:2]1[S:3][C:4]([Br:7])=[CH:5][N:6]=1.[CH3:8][CH:9]1[CH2:14][NH:13][CH2:12][CH:11]([CH3:15])[NH:10]1.C(=O)([O-])[O-].[K+].[K+].CN(C)C=O. The catalyst is O. The product is [Br:7][C:4]1[S:3][C:2]([N:13]2[CH2:12][CH:11]([CH3:15])[NH:10][CH:9]([CH3:8])[CH2:14]2)=[N:6][CH:5]=1. The yield is 0.640. (4) The reactants are Cl[C:2]1[N:7]([C:8]2[CH:13]=[C:12]([O:14][C:15]3[CH:20]=[CH:19][CH:18]=[CH:17][C:16]=3[N+:21]([O-:23])=[O:22])[C:11]([Cl:24])=[CH:10][C:9]=2[F:25])[C:6](=[O:26])[CH:5]=[C:4]([C:27]([F:30])([F:29])[F:28])[N:3]=1.[C:31]1(=[N:36][OH:37])[CH2:35][CH2:34][CH2:33][CH2:32]1.C(=O)([O-])[O-].[K+].[K+].O1CCCC1. The catalyst is O. The product is [Cl:24][C:11]1[C:12]([O:14][C:15]2[CH:20]=[CH:19][CH:18]=[CH:17][C:16]=2[N+:21]([O-:23])=[O:22])=[CH:13][C:8]([N:7]2[C:6](=[O:26])[CH:5]=[C:4]([C:27]([F:30])([F:29])[F:28])[N:3]=[C:2]2[O:37][N:36]=[C:31]2[CH2:35][CH2:34][CH2:33][CH2:32]2)=[C:9]([F:25])[CH:10]=1. The yield is 0.847. (5) The reactants are [OH:1][CH2:2][CH:3]([C:6]1[CH:11]=[CH:10][CH:9]=[C:8]([O:12][C:13]2[CH:18]=[CH:17][CH:16]=[CH:15][CH:14]=2)[CH:7]=1)[C:4]#[N:5].[C:19](OC(=O)C)(=[O:21])[CH3:20]. The catalyst is C(#N)C. The product is [C:19]([O:1][CH2:2][CH:3]([C:6]1[CH:11]=[CH:10][CH:9]=[C:8]([O:12][C:13]2[CH:18]=[CH:17][CH:16]=[CH:15][CH:14]=2)[CH:7]=1)[C:4]#[N:5])(=[O:21])[CH3:20]. The yield is 0.860.